This data is from Full USPTO retrosynthesis dataset with 1.9M reactions from patents (1976-2016). The task is: Predict the reactants needed to synthesize the given product. (1) Given the product [Cl:1][C:2]1[CH:3]=[CH:4][C:5]([O:12][CH2:13][C:14]2[CH:19]=[CH:18][CH:17]=[CH:16][CH:15]=2)=[C:6]([CH2:8][C:9](=[S:29])[NH2:11])[CH:7]=1, predict the reactants needed to synthesize it. The reactants are: [Cl:1][C:2]1[CH:3]=[CH:4][C:5]([O:12][CH2:13][C:14]2[CH:19]=[CH:18][CH:17]=[CH:16][CH:15]=2)=[C:6]([CH2:8][C:9]([NH2:11])=O)[CH:7]=1.COC1C=CC(P2(SP(C3C=CC(OC)=CC=3)(=S)S2)=[S:29])=CC=1. (2) The reactants are: [OH-].[Na+].C[O:4][C:5](=[O:29])[CH2:6][C:7]1[CH:11]=[C:10]([C:12]2[CH:17]=[CH:16][C:15]([CH3:18])=[CH:14][CH:13]=2)[N:9]([C:19]2[CH:24]=[CH:23][C:22]([S:25]([NH2:28])(=[O:27])=[O:26])=[CH:21][CH:20]=2)[N:8]=1. Given the product [NH2:28][S:25]([C:22]1[CH:21]=[CH:20][C:19]([N:9]2[C:10]([C:12]3[CH:17]=[CH:16][C:15]([CH3:18])=[CH:14][CH:13]=3)=[CH:11][C:7]([CH2:6][C:5]([OH:29])=[O:4])=[N:8]2)=[CH:24][CH:23]=1)(=[O:26])=[O:27], predict the reactants needed to synthesize it. (3) Given the product [N:2]12[CH2:9][CH2:8][CH:5]([CH2:6][CH2:7]1)[C@@H:4]([NH:10][C:11]([C:13]1[S:14][C:15]3[CH:21]=[C:20]([C:25]#[C:24][CH2:23][OH:26])[CH:19]=[CH:18][C:16]=3[CH:17]=1)=[O:12])[CH2:3]2, predict the reactants needed to synthesize it. The reactants are: Cl.[N:2]12[CH2:9][CH2:8][CH:5]([CH2:6][CH2:7]1)[C@@H:4]([NH:10][C:11]([C:13]1[S:14][C:15]3[CH:21]=[C:20](Br)[CH:19]=[CH:18][C:16]=3[CH:17]=1)=[O:12])[CH2:3]2.[CH2:23]([OH:26])[C:24]#[CH:25]. (4) Given the product [CH2:7]([C:9]([CH2:14][CH3:15])([CH2:12][NH2:13])[CH2:10][NH2:11])[CH3:8], predict the reactants needed to synthesize it. The reactants are: [H-].[H-].[H-].[H-].[Li+].[Al+3].[CH2:7]([C:9]([CH2:14][CH3:15])([C:12]#[N:13])[C:10]#[N:11])[CH3:8]. (5) Given the product [CH3:49][C:48]([O:47][C@@H:39]1[CH2:38][C:37]2[C@@:42]([CH3:43])([C@@H:44]3[C@@H:34]([CH2:35][CH:36]=2)[C@@H:31]2[CH2:32][CH:33]=[C:28]([C:14]4[CH:19]=[CH:18][CH:17]=[N:16][CH:15]=4)[C@@:29]2([CH3:30])[CH2:46][CH2:45]3)[CH2:41][CH2:40]1)=[O:50], predict the reactants needed to synthesize it. The reactants are: O(C=C)S(C(F)(F)F)(=O)=O.C(B(CC)[C:14]1[CH:15]=[N:16][CH:17]=[CH:18][CH:19]=1)C.FC(F)(F)S(O[C:28]1[C@:29]2([CH2:46][CH2:45][C@H:44]3[C@@H:34]([CH2:35][CH:36]=[C:37]4[C@:42]3([CH3:43])[CH2:41][CH2:40][C@H:39]([O:47][C:48](=[O:50])[CH3:49])[CH2:38]4)[C@@H:31]2[CH2:32][CH:33]=1)[CH3:30])(=O)=O.C(=O)([O-])[O-].[Na+].[Na+]. (6) The reactants are: [Br:1][C:2]1[CH:8]=[C:7]([CH3:9])[CH:6]=[CH:5][C:3]=1[NH2:4].B(Cl)(Cl)Cl.C(Cl)Cl.Cl[CH2:18][C:19]#N.[Cl-].[Al+3].[Cl-].[Cl-].[BH4-].[Na+]. Given the product [CH3:9][C:7]1[CH:6]=[C:5]2[C:3](=[C:2]([Br:1])[CH:8]=1)[NH:4][CH:19]=[CH:18]2, predict the reactants needed to synthesize it. (7) Given the product [C:8]([NH:11][C:12]1[CH:17]=[CH:16][C:15]([S:18][C:2]2[CH:3]=[N:4][CH:5]=[CH:6][CH:7]=2)=[CH:14][CH:13]=1)(=[O:10])[CH3:9], predict the reactants needed to synthesize it. The reactants are: I[C:2]1[CH:3]=[N:4][CH:5]=[CH:6][CH:7]=1.[C:8]([NH:11][C:12]1[CH:17]=[CH:16][C:15]([SH:18])=[CH:14][CH:13]=1)(=[O:10])[CH3:9].C([O-])([O-])=O.[K+].[K+].C(O)CO. (8) Given the product [Cl:1][CH2:2][CH2:3][CH2:4][CH2:5][C:6]([NH:17][C@H:15]([C:9]1[CH:14]=[CH:13][CH:12]=[CH:11][CH:10]=1)[CH3:16])=[O:7], predict the reactants needed to synthesize it. The reactants are: [Cl:1][CH2:2][CH2:3][CH2:4][CH2:5][C:6](Cl)=[O:7].[C:9]1([C@@H:15]([NH2:17])[CH3:16])[CH:14]=[CH:13][CH:12]=[CH:11][CH:10]=1.CCN(CC)CC. (9) Given the product [N+:27]([C:5]1[C:6]([C:14]([C:16]2[CH:17]=[CH:18][C:19]([C:20]([O:22][CH3:23])=[O:21])=[CH:24][CH:25]=2)=[O:15])=[CH:7][C:8]2[C:9]([CH3:12])([CH3:13])[CH2:10][CH2:11][C:2]([CH3:26])([CH3:1])[C:3]=2[CH:4]=1)([O-:29])=[O:28], predict the reactants needed to synthesize it. The reactants are: [CH3:1][C:2]1([CH3:26])[CH2:11][CH2:10][C:9]([CH3:13])([CH3:12])[C:8]2[CH:7]=[C:6]([C:14]([C:16]3[CH:25]=[CH:24][C:19]([C:20]([O:22][CH3:23])=[O:21])=[CH:18][CH:17]=3)=[O:15])[CH:5]=[CH:4][C:3]1=2.[N+:27]([O-])([O-:29])=[O:28].[K+]. (10) Given the product [CH3:11][S:8]([C:5]1[CH:6]=[CH:7][C:2]([NH:16][CH2:17][C:18]2([OH:23])[CH2:22][CH2:21][CH2:20][CH2:19]2)=[C:3]([N+:12]([O-:14])=[O:13])[CH:4]=1)(=[O:10])=[O:9], predict the reactants needed to synthesize it. The reactants are: F[C:2]1[CH:7]=[CH:6][C:5]([S:8]([CH3:11])(=[O:10])=[O:9])=[CH:4][C:3]=1[N+:12]([O-:14])=[O:13].Cl.[NH2:16][CH2:17][C:18]1([OH:23])[CH2:22][CH2:21][CH2:20][CH2:19]1.